Dataset: Reaction yield outcomes from USPTO patents with 853,638 reactions. Task: Predict the reaction yield, written as a fraction of the theoretical maximum amount of product (1.0 means a 100% yield; for example, 0.34 means a 34% yield). (1) The reactants are Br[C:2]1[CH:7]=[CH:6][C:5]([S:8]([CH2:11][CH:12]2[CH2:17][CH2:16][O:15][CH2:14][CH2:13]2)(=[O:10])=[O:9])=[CH:4][CH:3]=1.[CH3:18][C@@H:19]1[CH2:23][CH2:22][CH2:21][N:20]1[CH2:24][CH2:25][C:26]1[CH:31]=[CH:30][C:29](B(O)O)=[CH:28][CH:27]=1. No catalyst specified. The product is [CH3:18][C@@H:19]1[CH2:23][CH2:22][CH2:21][N:20]1[CH2:24][CH2:25][C:26]1[CH:31]=[CH:30][C:29]([C:2]2[CH:7]=[CH:6][C:5]([S:8]([CH2:11][CH:12]3[CH2:17][CH2:16][O:15][CH2:14][CH2:13]3)(=[O:10])=[O:9])=[CH:4][CH:3]=2)=[CH:28][CH:27]=1. The yield is 0.600. (2) The reactants are [NH2:1][C@H:2]([C:4]([OH:6])=[O:5])[CH3:3].[CH:7]1(O)[CH2:14][CH2:13][CH2:12][CH2:11][CH2:10][CH2:9][CH2:8]1.O.C1(C)C=CC(S(O)(=O)=O)=CC=1. The product is [NH2:1][C@@H:2]([CH3:3])[C:4]([O:6][CH:7]1[CH2:14][CH2:13][CH2:12][CH2:11][CH2:10][CH2:9][CH2:8]1)=[O:5]. The catalyst is C1(C)C=CC=CC=1. The yield is 0.680. (3) The reactants are [F:1][C:2]1[CH:7]=[CH:6][C:5]([C:8]2[C:20]([CH:21]([OH:24])[C:22]#[CH:23])=[C:11]3[CH:12]=[CH:13][C:14]([C:16]([F:19])([F:18])[F:17])=[CH:15][N:10]3[N:9]=2)=[CH:4][CH:3]=1. The catalyst is C(Cl)(Cl)Cl.[O-2].[O-2].[Mn+4]. The product is [F:1][C:2]1[CH:3]=[CH:4][C:5]([C:8]2[C:20]([C:21](=[O:24])[C:22]#[CH:23])=[C:11]3[CH:12]=[CH:13][C:14]([C:16]([F:19])([F:18])[F:17])=[CH:15][N:10]3[N:9]=2)=[CH:6][CH:7]=1. The yield is 0.690. (4) The reactants are [Cl:1][C:2]1[C:6]([N:7]([CH2:14][CH3:15])[C:8](=[O:13])[CH2:9][CH2:10][S:11][CH3:12])=[CH:5][N:4]([C:16]2[CH:17]=[N:18][CH:19]=[CH:20][CH:21]=2)[N:3]=1.B1([O-])O[O:23]1.O.O.O.O.[Na+].C([O-])(O)=O.[Na+].C(OCC)(=O)C. The catalyst is C(O)(=O)C. The product is [Cl:1][C:2]1[C:6]([N:7]([CH2:14][CH3:15])[C:8](=[O:13])[CH2:9][CH2:10][S:11]([CH3:12])=[O:23])=[CH:5][N:4]([C:16]2[CH:17]=[N:18][CH:19]=[CH:20][CH:21]=2)[N:3]=1. The yield is 0.400. (5) The reactants are [F:1][C:2]1[CH:7]=[C:6]([F:8])[CH:5]=[CH:4][C:3]=1[N:9]=[C:10]=[S:11].[CH3:12][C:13]([CH3:18])([CH3:17])[CH:14]([NH2:16])[CH3:15]. The catalyst is ClCCl. The product is [F:1][C:2]1[CH:7]=[C:6]([F:8])[CH:5]=[CH:4][C:3]=1[NH:9][C:10]([NH:16][CH:14]([CH3:15])[C:13]([CH3:18])([CH3:17])[CH3:12])=[S:11]. The yield is 0.840. (6) The reactants are C([O:3][C:4]([C:6]1[CH:7]=[N:8][N:9]([C:11]2[NH:15][C:14]3[CH:16]=[C:17]([Cl:28])[C:18]([S:20][CH2:21][C:22]4[CH:27]=[CH:26][CH:25]=[CH:24][CH:23]=4)=[CH:19][C:13]=3[N:12]=2)[CH:10]=1)=[O:5])C.C1COCC1.O[Li].O. The catalyst is O. The product is [CH2:21]([S:20][C:18]1[C:17]([Cl:28])=[CH:16][C:14]2[NH:15][C:11]([N:9]3[CH:10]=[C:6]([C:4]([OH:5])=[O:3])[CH:7]=[N:8]3)=[N:12][C:13]=2[CH:19]=1)[C:22]1[CH:27]=[CH:26][CH:25]=[CH:24][CH:23]=1. The yield is 0.800. (7) The reactants are [CH3:1][C:2]1[C:3]([NH2:9])=[N:4][C:5]([CH3:8])=[CH:6][N:7]=1.[Cl:10][CH2:11][C:12](=O)[CH2:13]Cl. The catalyst is CCO. The product is [Cl:10][CH2:11][C:12]1[N:9]=[C:3]2[C:2]([CH3:1])=[N:7][CH:6]=[C:5]([CH3:8])[N:4]2[CH:13]=1. The yield is 0.850. (8) The reactants are O[CH2:2][CH2:3][CH2:4][CH2:5][CH2:6][N:7]([CH:16]([CH3:18])[CH3:17])[C:8](=[O:15])[CH2:9][CH2:10][CH2:11][CH2:12][CH2:13][CH3:14].[Br-:19]. No catalyst specified. The product is [Br:19][CH2:2][CH2:3][CH2:4][CH2:5][CH2:6][N:7]([CH:16]([CH3:18])[CH3:17])[C:8](=[O:15])[CH2:9][CH2:10][CH2:11][CH2:12][CH2:13][CH3:14]. The yield is 0.820.